This data is from Forward reaction prediction with 1.9M reactions from USPTO patents (1976-2016). The task is: Predict the product of the given reaction. (1) Given the reactants [Si:1]([O:8][CH2:9][C@H:10]([NH:17][C:18]([C:20]1[N:24]2[CH:25]=[CH:26][CH:27]=[C:28]([OH:29])[C:23]2=[N:22][C:21]=1[CH3:30])=[O:19])[C:11]1[CH:16]=[CH:15][CH:14]=[CH:13][CH:12]=1)([C:4]([CH3:7])([CH3:6])[CH3:5])([CH3:3])[CH3:2].[CH:31]1([CH2:36]O)[CH2:35][CH2:34][CH2:33][CH2:32]1.C(P(=CC#N)(CCCC)CCCC)CCC, predict the reaction product. The product is: [Si:1]([O:8][CH2:9][C@H:10]([NH:17][C:18]([C:20]1[N:24]2[CH:25]=[CH:26][CH:27]=[C:28]([O:29][CH2:36][CH:31]3[CH2:35][CH2:34][CH2:33][CH2:32]3)[C:23]2=[N:22][C:21]=1[CH3:30])=[O:19])[C:11]1[CH:16]=[CH:15][CH:14]=[CH:13][CH:12]=1)([C:4]([CH3:7])([CH3:6])[CH3:5])([CH3:3])[CH3:2]. (2) Given the reactants [CH3:1][N:2]([CH3:20])[CH2:3][CH2:4][N:5]1[C:14]2[C:9](=[CH:10][C:11]([I:15])=[CH:12][CH:13]=2)[C:8](=[O:16])[C:7]([C:17]([O-:19])=[O:18])=[CH:6]1.[OH-].[Na+], predict the reaction product. The product is: [CH3:1][N:2]([CH3:20])[CH2:3][CH2:4][N:5]1[C:14]2[C:9](=[CH:10][C:11]([I:15])=[CH:12][CH:13]=2)[C:8](=[O:16])[C:7]([C:17]([OH:19])=[O:18])=[CH:6]1.